The task is: Predict the reactants needed to synthesize the given product.. This data is from Full USPTO retrosynthesis dataset with 1.9M reactions from patents (1976-2016). The reactants are: C1C=CC(P(C2C(C3C(P(C4C=CC=CC=4)C4C=CC=CC=4)=CC=C4C=3C=CC=C4)=C3C(C=CC=C3)=CC=2)C2C=CC=CC=2)=CC=1.[CH2:47]1[C:51]2([CH2:56][CH2:55][NH:54][CH2:53][CH2:52]2)[CH2:50][CH2:49][N:48]1[C:57]([O:59][C:60]([CH3:63])([CH3:62])[CH3:61])=[O:58].Cl.Br[C:66]1[CH:71]=[CH:70][N:69]=[CH:68][CH:67]=1. Given the product [C:60]([O:59][C:57]([N:48]1[CH2:49][CH2:50][C:51]2([CH2:52][CH2:53][N:54]([C:66]3[CH:71]=[CH:70][N:69]=[CH:68][CH:67]=3)[CH2:55][CH2:56]2)[CH2:47]1)=[O:58])([CH3:63])([CH3:62])[CH3:61], predict the reactants needed to synthesize it.